Dataset: Full USPTO retrosynthesis dataset with 1.9M reactions from patents (1976-2016). Task: Predict the reactants needed to synthesize the given product. (1) Given the product [F:14][C:15]([F:24])([F:23])[C:16]1[CH:21]=[CH:20][CH:19]=[CH:18][C:17]=1[O:1][C@H:2]1[CH2:6][CH2:5][N:4]([C:7]([O:9][C:10]([CH3:13])([CH3:12])[CH3:11])=[O:8])[CH2:3]1, predict the reactants needed to synthesize it. The reactants are: [OH:1][C@H:2]1[CH2:6][CH2:5][N:4]([C:7]([O:9][C:10]([CH3:13])([CH3:12])[CH3:11])=[O:8])[CH2:3]1.[F:14][C:15]([F:24])([F:23])[C:16]1[CH:21]=[CH:20][CH:19]=[CH:18][C:17]=1O.C1(P(C2C=CC=CC=2)C2C=CC=CC=2)C=CC=CC=1.CCOC(/N=N/C(OCC)=O)=O. (2) Given the product [Br:1][C:2]1[C:7]([S:8][CH2:10][CH3:17])=[N:6][C:5]([NH2:11])=[N:4][C:3]=1[C:12]1[O:13][CH:14]=[CH:15][CH:16]=1, predict the reactants needed to synthesize it. The reactants are: [Br:1][C:2]1[C:3]([C:12]2[O:13][CH:14]=[CH:15][CH:16]=2)=[N:4][C:5]([NH2:11])=[N:6][C:7]=1[S:8]([CH3:10])=O.[CH2:17](S)C.C1CCN2C(=NCCC2)CC1. (3) Given the product [F:1][C:2]1[CH:3]=[C:4]([C:10]2[N:14]=[C:13]([C:15]([F:16])([F:17])[F:18])[NH:12][C:11]=2[C:19]2[CH:24]=[CH:23][C:22]([S:29]([CH3:33])(=[O:31])=[O:28])=[CH:21][CH:20]=2)[CH:5]=[CH:6][C:7]=1[O:8][CH3:9], predict the reactants needed to synthesize it. The reactants are: [F:1][C:2]1[CH:3]=[C:4]([C:10]2[NH:14][C:13]([C:15]([F:18])([F:17])[F:16])=[N:12][C:11]=2[C:19]2[CH:24]=[CH:23][C:22](SC)=[CH:21][CH:20]=2)[CH:5]=[CH:6][C:7]=1[O:8][CH3:9].O[O:28][S:29]([O-:31])=O.[K+].[CH3:33]O. (4) The reactants are: [F:1][C:2]([F:20])([F:19])[C:3](=O)[CH2:4][C:5]([C:7]1[CH:17]=[CH:16][C:10]2[O:11][CH2:12][C:13](=[O:15])[NH:14][C:9]=2[CH:8]=1)=O.[Cl:21][C:22]1[CH:27]=[CH:26][CH:25]=[C:24]([CH3:28])[C:23]=1[NH:29][NH2:30]. Given the product [Cl:21][C:22]1[CH:27]=[CH:26][CH:25]=[C:24]([CH3:28])[C:23]=1[N:29]1[C:5]([C:7]2[CH:17]=[CH:16][C:10]3[O:11][CH2:12][C:13](=[O:15])[NH:14][C:9]=3[CH:8]=2)=[CH:4][C:3]([C:2]([F:20])([F:19])[F:1])=[N:30]1, predict the reactants needed to synthesize it. (5) Given the product [NH2:1][C:2]1[C:3]([C:4]([C:17]2[CH:18]=[CH:19][CH:20]=[CH:21][C:16]=2[F:15])=[O:5])=[CH:10][CH:11]=[C:12]([Cl:14])[N:13]=1, predict the reactants needed to synthesize it. The reactants are: [NH2:1][C:2]1[N:13]=[C:12]([Cl:14])[CH:11]=[CH:10][C:3]=1[C:4](N(OC)C)=[O:5].[F:15][C:16]1[CH:21]=[CH:20][CH:19]=[CH:18][C:17]=1[Li]. (6) Given the product [CH2:1]([O:3][C:4]([C:6]1[CH:7]=[N:8][N:9]2[C:14]([NH:15][C:16]3[CH:21]=[C:20]([CH3:22])[CH:19]=[CH:18][C:17]=3[F:23])=[C:13]([C:24]([N:39]3[CH2:40][CH2:41][CH:36]([C:33]4[CH:32]=[CH:31][C:30]([O:29][CH3:28])=[CH:35][CH:34]=4)[CH2:37][CH2:38]3)=[O:26])[CH:12]=[N:11][C:10]=12)=[O:5])[CH3:2], predict the reactants needed to synthesize it. The reactants are: [CH2:1]([O:3][C:4]([C:6]1[CH:7]=[N:8][N:9]2[C:14]([NH:15][C:16]3[CH:21]=[C:20]([CH3:22])[CH:19]=[CH:18][C:17]=3[F:23])=[C:13]([C:24]([OH:26])=O)[CH:12]=[N:11][C:10]=12)=[O:5])[CH3:2].Cl.[CH3:28][O:29][C:30]1[CH:35]=[CH:34][C:33]([CH:36]2[CH2:41][CH2:40][NH:39][CH2:38][CH2:37]2)=[CH:32][CH:31]=1. (7) Given the product [CH:24]([O:27][C:28]1[CH:34]=[CH:33][C:31]([NH:32][C:2]2[C:3]3[CH2:11][N:10]([C:12]4[CH:19]=[CH:18][C:15]([C:16]#[N:17])=[C:14]([C:20]([F:23])([F:22])[F:21])[CH:13]=4)[CH2:9][CH2:8][C:4]=3[N:5]=[CH:6][N:7]=2)=[CH:30][CH:29]=1)([CH3:26])[CH3:25], predict the reactants needed to synthesize it. The reactants are: Cl[C:2]1[C:3]2[CH2:11][N:10]([C:12]3[CH:19]=[CH:18][C:15]([C:16]#[N:17])=[C:14]([C:20]([F:23])([F:22])[F:21])[CH:13]=3)[CH2:9][CH2:8][C:4]=2[N:5]=[CH:6][N:7]=1.[CH:24]([O:27][C:28]1[CH:34]=[CH:33][C:31]([NH2:32])=[CH:30][CH:29]=1)([CH3:26])[CH3:25].C(=O)([O-])O.[Na+]. (8) Given the product [C@@H:27]12[CH2:9][C@@H:4]([C@@H:25]([OH:33])[CH2:26]1)[CH2:5][C@@H:28]2[OH:24], predict the reactants needed to synthesize it. The reactants are: CO[Si](OC)(OC)[C@H:4]1[CH2:9][C@H]2C[C@@H:5]1C[C@@H]2[Si](OC)(OC)OC.F.[K].[O:24]1[CH2:28][CH2:27][CH2:26][CH2:25]1.OO.NC(N)=[O:33]. (9) The reactants are: [O:1]1[CH2:5][CH2:4][CH2:3][CH2:2]1.B.CC(=C(C)C)C.C=C1C[C@@H:17]2[CH2:18][N:19]([C:21]([O:23][C:24]([CH3:27])([CH3:26])[CH3:25])=[O:22])[CH2:20][C@@H:16]2C1.[OH-].[Na+].OO. Given the product [OH:1][CH2:5][CH:4]1[CH2:16][C@@H:17]2[CH2:18][N:19]([C:21]([O:23][C:24]([CH3:27])([CH3:26])[CH3:25])=[O:22])[CH2:20][C@@H:2]2[CH2:3]1, predict the reactants needed to synthesize it. (10) Given the product [CH3:38][N:39]1[CH2:40][C@@H:41]2[C@@H:42]([N:44]([C:11]3[C:16]([N+:17]([O-:19])=[O:18])=[CH:15][C:14]([NH:20][C:21]4[N:26]=[C:25]([C:27]5[CH:28]=[N:29][N:30]6[CH:35]=[CH:34][CH:33]=[CH:32][C:31]=56)[CH:24]=[CH:23][N:22]=4)=[C:13]([O:36][CH3:37])[CH:12]=3)[CH2:45][CH2:46]2)[CH2:43]1, predict the reactants needed to synthesize it. The reactants are: CCN(C(C)C)C(C)C.F[C:11]1[C:16]([N+:17]([O-:19])=[O:18])=[CH:15][C:14]([NH:20][C:21]2[N:26]=[C:25]([C:27]3[CH:28]=[N:29][N:30]4[CH:35]=[CH:34][CH:33]=[CH:32][C:31]=34)[CH:24]=[CH:23][N:22]=2)=[C:13]([O:36][CH3:37])[CH:12]=1.[CH3:38][N:39]1[CH2:43][C@@H:42]2[NH:44][CH2:45][CH2:46][C@@H:41]2[CH2:40]1.